From a dataset of Full USPTO retrosynthesis dataset with 1.9M reactions from patents (1976-2016). Predict the reactants needed to synthesize the given product. (1) Given the product [F:1][C:2]1[CH:3]=[CH:4][C:5]([NH:9][C:10]([C:12]2[C:17]([NH:18][C:21]3[CH:22]=[N:23][CH:24]=[N:25][CH:26]=3)=[CH:16][CH:15]=[C:14]([CH3:19])[N:13]=2)=[O:11])=[N:6][C:7]=1[CH3:8], predict the reactants needed to synthesize it. The reactants are: [F:1][C:2]1[CH:3]=[CH:4][C:5]([NH:9][C:10]([C:12]2[C:17]([NH2:18])=[CH:16][CH:15]=[C:14]([CH3:19])[N:13]=2)=[O:11])=[N:6][C:7]=1[CH3:8].Br[C:21]1[CH:22]=[N:23][CH:24]=[N:25][CH:26]=1. (2) Given the product [OH:1][CH2:2][CH2:3][CH2:4][N:5]1[CH:9]=[C:8]([C:10]2[CH:11]=[CH:12][C:13]([NH:21][C:22]3[C:27]([C:28]([F:30])([F:31])[F:29])=[CH:26][N:25]=[C:24]([NH:32][C:33]4[CH:34]=[CH:35][C:36]([CH2:37][P:38](=[O:42])([O-:45])[O:39][CH2:40][CH3:41])=[CH:46][CH:47]=4)[N:23]=3)=[C:14]3[C:18]=2[CH2:17][N:16]([CH3:19])[C:15]3=[O:20])[CH:7]=[N:6]1.[Na+:48], predict the reactants needed to synthesize it. The reactants are: [OH:1][CH2:2][CH2:3][CH2:4][N:5]1[CH:9]=[C:8]([C:10]2[CH:11]=[CH:12][C:13]([NH:21][C:22]3[C:27]([C:28]([F:31])([F:30])[F:29])=[CH:26][N:25]=[C:24]([NH:32][C:33]4[CH:47]=[CH:46][C:36]([CH2:37][P:38](=[O:45])([O:42]CC)[O:39][CH2:40][CH3:41])=[CH:35][CH:34]=4)[N:23]=3)=[C:14]3[C:18]=2[CH2:17][N:16]([CH3:19])[C:15]3=[O:20])[CH:7]=[N:6]1.[Na+:48].[I-]. (3) Given the product [CH2:16]([O:23][C:24]1[CH:25]=[CH:26][C:27]([CH2:30][CH2:31][C:32]2([CH:34]3[CH2:35][CH2:36][CH2:37][CH2:38]3)[O:33][C:3](=[O:2])[CH2:4][C:5](=[O:6])[CH2:7]2)=[CH:28][CH:29]=1)[C:17]1[CH:18]=[CH:19][CH:20]=[CH:21][CH:22]=1, predict the reactants needed to synthesize it. The reactants are: C[O:2][C:3](=O)[CH2:4][C:5]([CH3:7])=[O:6].[H-].[Na+].[Li]CCCC.[CH2:16]([O:23][C:24]1[CH:29]=[CH:28][C:27]([CH2:30][CH2:31][C:32]([CH:34]2[CH2:38][CH2:37][CH2:36][CH2:35]2)=[O:33])=[CH:26][CH:25]=1)[C:17]1[CH:22]=[CH:21][CH:20]=[CH:19][CH:18]=1. (4) Given the product [OH:3][C:2]([CH3:4])([CH3:1])[CH2:5][C:6]1([C:27]2[CH:32]=[CH:31][CH:30]=[CH:29][CH:28]=2)[O:11][C:10](=[O:12])[N:9]([C:13]([C:16]2[N:17]=[N:18][N:19]([C:21]3[CH:22]=[CH:23][CH:24]=[CH:25][CH:26]=3)[CH:20]=2)([CH3:15])[CH3:14])[CH2:8][CH2:7]1, predict the reactants needed to synthesize it. The reactants are: [CH3:1][C:2]1([CH2:5][C:6]2([C:27]3[CH:32]=[CH:31][CH:30]=[CH:29][CH:28]=3)[O:11][C:10](=[O:12])[N:9]([C:13]([C:16]3[N:17]=[N:18][N:19]([C:21]4[CH:26]=[CH:25][CH:24]=[CH:23][CH:22]=4)[CH:20]=3)([CH3:15])[CH3:14])[CH2:8][CH2:7]2)[CH2:4][O:3]1.O.OO.[O-]S([O-])(=S)=O.[Na+].[Na+]. (5) Given the product [C:11]1([CH:7]([C:1]2[CH:2]=[CH:3][CH:4]=[CH:5][CH:6]=2)[C:12]([NH:29][C@@H:26]2[C@H:24]3[C@H:23]([CH2:22][N:21]([CH2:20][C:19]4[CH:30]=[CH:31][CH:32]=[C:17]([C:16]([F:33])([F:15])[F:34])[CH:18]=4)[CH2:25]3)[CH2:28][CH2:27]2)=[O:14])[CH:10]=[CH:9][CH:8]=[CH:36][CH:35]=1, predict the reactants needed to synthesize it. The reactants are: [C:1]1([C:7]2([C:12]([OH:14])=O)[CH2:11][CH2:10][CH2:9][CH2:8]2)[CH:6]=[CH:5][CH:4]=[CH:3][CH:2]=1.[F:15][C:16]([F:34])([F:33])[C:17]1[CH:18]=[C:19]([CH:30]=[CH:31][CH:32]=1)[CH2:20][N:21]1[CH2:25][C@H:24]2[C@@H:26]([NH2:29])[CH2:27][CH2:28][C@H:23]2[CH2:22]1.[CH2:35](N1C[C@H]2C(N)CC[C@H]2C1)[C:36]1C=CC=CC=1. (6) Given the product [F:19][C:11]1[CH:12]=[C:13]([N+:16]([O-:18])=[O:17])[CH:14]=[CH:15][C:10]=1[CH2:5][CH2:4][CH2:3][C:1]#[N:2], predict the reactants needed to synthesize it. The reactants are: [C:1]([CH2:3][CH2:4][CH:5]([C:10]1[CH:15]=[CH:14][C:13]([N+:16]([O-:18])=[O:17])=[CH:12][C:11]=1[F:19])C(OC)=O)#[N:2].[Na+].[Cl-]. (7) Given the product [CH3:1][N:2]1[C:3]2[CH:8]=[CH:7][CH:6]=[CH:5][C:4]=2[N:9]=[C:10]1[CH:12]1[CH2:17][CH2:16][N:15]([C:18]([O:20][C:21]2[CH:22]=[N:23][CH:24]=[CH:25][CH:26]=2)=[O:19])[CH2:14][CH2:13]1, predict the reactants needed to synthesize it. The reactants are: [CH3:1][NH:2][C:3]1[CH:8]=[CH:7][CH:6]=[CH:5][C:4]=1[NH:9][C:10]([CH:12]1[CH2:17][CH2:16][N:15]([C:18]([O:20][C:21]2[CH:22]=[N:23][CH:24]=[CH:25][CH:26]=2)=[O:19])[CH2:14][CH2:13]1)=O.